From a dataset of Catalyst prediction with 721,799 reactions and 888 catalyst types from USPTO. Predict which catalyst facilitates the given reaction. (1) Reactant: [CH3:1][O:2][C:3]([C:5]1[CH:6]2[N:12]([C:13]([O:15][C:16]([CH3:19])([CH3:18])[CH3:17])=[O:14])[CH:9]([C:10]=1Br)[CH:8]=[CH:7]2)=[O:4].C(NCC)C.Cl.[OH2:26]. Product: [CH3:1][O:2][C:3]([CH:5]1[C:10](=[O:26])[CH:9]2[N:12]([C:13]([O:15][C:16]([CH3:19])([CH3:18])[CH3:17])=[O:14])[CH:6]1[CH:7]=[CH:8]2)=[O:4]. The catalyst class is: 290. (2) Reactant: [F:1][C:2]([F:18])([F:17])[O:3][C:4]1[CH:16]=[CH:15][C:7]([O:8][CH:9]2[CH2:14][CH2:13][NH:12][CH2:11][CH2:10]2)=[CH:6][CH:5]=1.[C:19]1(=O)[CH2:24][CH2:23][C:22](=[O:25])[CH2:21][CH2:20]1.C(N(CC)CC)C.[C:34]1([CH3:44])[CH:39]=[CH:38][C:37]([S:40]([OH:43])(=[O:42])=[O:41])=[CH:36][CH:35]=1. The catalyst class is: 8. Product: [C:34]1([CH3:44])[CH:35]=[CH:36][C:37]([S:40]([OH:43])(=[O:41])=[O:42])=[CH:38][CH:39]=1.[OH:25][C:22]1[CH:23]=[CH:24][C:19]([N:12]2[CH2:11][CH2:10][CH:9]([O:8][C:7]3[CH:15]=[CH:16][C:4]([O:3][C:2]([F:1])([F:17])[F:18])=[CH:5][CH:6]=3)[CH2:14][CH2:13]2)=[CH:20][CH:21]=1.